This data is from Full USPTO retrosynthesis dataset with 1.9M reactions from patents (1976-2016). The task is: Predict the reactants needed to synthesize the given product. Given the product [CH3:42][O:41][C:38]1[CH:37]=[CH:36][C:35]([CH2:34][N:17]2[C:18]3=[N:19][CH:20]=[CH:21][C:22]([O:24][C:25]4[CH:33]=[CH:32][C:28]([C:29](=[O:31])[NH:53][C:51]5[S:52][C:46]6[CH2:45][N:44]([CH3:43])[CH2:49][CH2:48][C:47]=6[N:50]=5)=[CH:27][CH:26]=4)=[C:23]3[C:15]([NH:14][C@@H:10]3[CH2:11][CH2:12][CH2:13][N:8]([C:6]([O:5][C:1]([CH3:2])([CH3:4])[CH3:3])=[O:7])[CH2:9]3)=[N:16]2)=[CH:40][CH:39]=1, predict the reactants needed to synthesize it. The reactants are: [C:1]([O:5][C:6]([N:8]1[CH2:13][CH2:12][CH2:11][C@@H:10]([NH:14][C:15]2[C:23]3[C:18](=[N:19][CH:20]=[CH:21][C:22]=3[O:24][C:25]3[CH:33]=[CH:32][C:28]([C:29]([OH:31])=O)=[CH:27][CH:26]=3)[N:17]([CH2:34][C:35]3[CH:40]=[CH:39][C:38]([O:41][CH3:42])=[CH:37][CH:36]=3)[N:16]=2)[CH2:9]1)=[O:7])([CH3:4])([CH3:3])[CH3:2].[CH3:43][N:44]1[CH2:49][CH2:48][C:47]2[N:50]=[C:51]([NH2:53])[S:52][C:46]=2[CH2:45]1.C(Cl)CCl.C1C=CC2N(O)N=NC=2C=1.C([O-])(O)=O.[Na+].